Dataset: NCI-60 drug combinations with 297,098 pairs across 59 cell lines. Task: Regression. Given two drug SMILES strings and cell line genomic features, predict the synergy score measuring deviation from expected non-interaction effect. (1) Drug 1: C1CC(C1)(C(=O)O)C(=O)O.[NH2-].[NH2-].[Pt+2]. Drug 2: C(CCl)NC(=O)N(CCCl)N=O. Cell line: NCI/ADR-RES. Synergy scores: CSS=6.27, Synergy_ZIP=-2.07, Synergy_Bliss=-0.622, Synergy_Loewe=-4.12, Synergy_HSA=-2.55. (2) Drug 1: C1C(C(OC1N2C=NC(=NC2=O)N)CO)O. Drug 2: C1CCC(C(C1)N)N.C(=O)(C(=O)[O-])[O-].[Pt+4]. Cell line: RPMI-8226. Synergy scores: CSS=62.4, Synergy_ZIP=0.933, Synergy_Bliss=0.506, Synergy_Loewe=3.64, Synergy_HSA=7.32. (3) Drug 1: CC(C1=C(C=CC(=C1Cl)F)Cl)OC2=C(N=CC(=C2)C3=CN(N=C3)C4CCNCC4)N. Drug 2: C1=NC2=C(N1)C(=S)N=C(N2)N. Cell line: SNB-19. Synergy scores: CSS=11.7, Synergy_ZIP=4.22, Synergy_Bliss=4.10, Synergy_Loewe=3.01, Synergy_HSA=3.96. (4) Drug 1: C1=NC2=C(N1)C(=S)N=C(N2)N. Drug 2: CCN(CC)CCNC(=O)C1=C(NC(=C1C)C=C2C3=C(C=CC(=C3)F)NC2=O)C. Cell line: HOP-62. Synergy scores: CSS=40.3, Synergy_ZIP=6.11, Synergy_Bliss=3.74, Synergy_Loewe=-1.33, Synergy_HSA=2.65.